This data is from NCI-60 drug combinations with 297,098 pairs across 59 cell lines. The task is: Regression. Given two drug SMILES strings and cell line genomic features, predict the synergy score measuring deviation from expected non-interaction effect. (1) Drug 1: CCC(=C(C1=CC=CC=C1)C2=CC=C(C=C2)OCCN(C)C)C3=CC=CC=C3.C(C(=O)O)C(CC(=O)O)(C(=O)O)O. Drug 2: C1CN1C2=NC(=NC(=N2)N3CC3)N4CC4. Cell line: U251. Synergy scores: CSS=24.9, Synergy_ZIP=-3.56, Synergy_Bliss=-7.47, Synergy_Loewe=-22.9, Synergy_HSA=-6.23. (2) Drug 1: C1C(C(OC1N2C=NC3=C2NC=NCC3O)CO)O. Drug 2: CCC1(C2=C(COC1=O)C(=O)N3CC4=CC5=C(C=CC(=C5CN(C)C)O)N=C4C3=C2)O.Cl. Cell line: HCT116. Synergy scores: CSS=41.0, Synergy_ZIP=3.49, Synergy_Bliss=3.88, Synergy_Loewe=-34.2, Synergy_HSA=-0.572. (3) Drug 1: CC1=CC2C(CCC3(C2CCC3(C(=O)C)OC(=O)C)C)C4(C1=CC(=O)CC4)C. Drug 2: C1C(C(OC1N2C=NC(=NC2=O)N)CO)O. Cell line: RPMI-8226. Synergy scores: CSS=44.8, Synergy_ZIP=2.88, Synergy_Bliss=1.81, Synergy_Loewe=-10.4, Synergy_HSA=2.56. (4) Drug 1: CN1C(=O)N2C=NC(=C2N=N1)C(=O)N. Drug 2: CC1CCC2CC(C(=CC=CC=CC(CC(C(=O)C(C(C(=CC(C(=O)CC(OC(=O)C3CCCCN3C(=O)C(=O)C1(O2)O)C(C)CC4CCC(C(C4)OC)OCCO)C)C)O)OC)C)C)C)OC. Cell line: KM12. Synergy scores: CSS=-0.331, Synergy_ZIP=0.985, Synergy_Bliss=-0.406, Synergy_Loewe=-3.51, Synergy_HSA=-3.35. (5) Drug 1: CC1=C(N=C(N=C1N)C(CC(=O)N)NCC(C(=O)N)N)C(=O)NC(C(C2=CN=CN2)OC3C(C(C(C(O3)CO)O)O)OC4C(C(C(C(O4)CO)O)OC(=O)N)O)C(=O)NC(C)C(C(C)C(=O)NC(C(C)O)C(=O)NCCC5=NC(=CS5)C6=NC(=CS6)C(=O)NCCC[S+](C)C)O. Drug 2: CNC(=O)C1=NC=CC(=C1)OC2=CC=C(C=C2)NC(=O)NC3=CC(=C(C=C3)Cl)C(F)(F)F. Cell line: SK-MEL-28. Synergy scores: CSS=-0.601, Synergy_ZIP=1.03, Synergy_Bliss=1.65, Synergy_Loewe=-1.66, Synergy_HSA=-0.557. (6) Drug 1: C1CCC(C(C1)N)N.C(=O)(C(=O)[O-])[O-].[Pt+4]. Drug 2: CC1CCCC2(C(O2)CC(NC(=O)CC(C(C(=O)C(C1O)C)(C)C)O)C(=CC3=CSC(=N3)C)C)C. Cell line: MOLT-4. Synergy scores: CSS=87.8, Synergy_ZIP=0.421, Synergy_Bliss=0.746, Synergy_Loewe=-0.213, Synergy_HSA=2.26. (7) Drug 1: CC1=C2C(C(=O)C3(C(CC4C(C3C(C(C2(C)C)(CC1OC(=O)C(C(C5=CC=CC=C5)NC(=O)OC(C)(C)C)O)O)OC(=O)C6=CC=CC=C6)(CO4)OC(=O)C)OC)C)OC. Drug 2: CC12CCC(CC1=CCC3C2CCC4(C3CC=C4C5=CN=CC=C5)C)O. Cell line: MOLT-4. Synergy scores: CSS=50.2, Synergy_ZIP=-4.26, Synergy_Bliss=-7.53, Synergy_Loewe=-18.8, Synergy_HSA=-7.48. (8) Cell line: UACC62. Drug 1: CC1=C(C(CCC1)(C)C)C=CC(=CC=CC(=CC(=O)O)C)C. Synergy scores: CSS=5.72, Synergy_ZIP=-3.35, Synergy_Bliss=0.337, Synergy_Loewe=-1.11, Synergy_HSA=0.833. Drug 2: C1=CC=C(C(=C1)C(C2=CC=C(C=C2)Cl)C(Cl)Cl)Cl. (9) Drug 1: CC1=C(C(=O)C2=C(C1=O)N3CC4C(C3(C2COC(=O)N)OC)N4)N. Drug 2: C1CNP(=O)(OC1)N(CCCl)CCCl. Cell line: NCI-H322M. Synergy scores: CSS=4.31, Synergy_ZIP=-2.68, Synergy_Bliss=-1.08, Synergy_Loewe=-17.3, Synergy_HSA=-3.42.